From a dataset of Full USPTO retrosynthesis dataset with 1.9M reactions from patents (1976-2016). Predict the reactants needed to synthesize the given product. (1) Given the product [NH2:29][C:21]1[N:20]=[C:19]([C:30]2[O:31][CH:32]=[CH:33][CH:34]=2)[C:18]([C:16]2[CH:15]=[CH:14][N:13]=[C:12]([N:9]3[CH2:8][CH2:7][CH:6]([C:4]([OH:5])=[O:3])[CH2:11][CH2:10]3)[CH:17]=2)=[C:23]([C:24]2[O:25][CH:26]=[CH:27][CH:28]=2)[N:22]=1, predict the reactants needed to synthesize it. The reactants are: C([O:3][C:4]([CH:6]1[CH2:11][CH2:10][N:9]([C:12]2[CH:17]=[C:16]([C:18]3[C:19]([C:30]4[O:31][CH:32]=[CH:33][CH:34]=4)=[N:20][C:21]([NH2:29])=[N:22][C:23]=3[C:24]3[O:25][CH:26]=[CH:27][CH:28]=3)[CH:15]=[CH:14][N:13]=2)[CH2:8][CH2:7]1)=[O:5])C.[OH-].[Na+]. (2) Given the product [F:1][C:2]1[CH:3]=[C:4]([C:22](=[O:21])[CH3:23])[CH:7]=[CH:8][N:9]=1, predict the reactants needed to synthesize it. The reactants are: [F:1][C:2]1[CH:3]=[C:4]([CH:7]=[CH:8][N:9]=1)C#N.C[Mg]Br.CCCCCC.CC[O:21][CH2:22][CH3:23]. (3) Given the product [CH3:1][O:2][C:3]1[C@@H:4]([CH:21]([CH3:23])[CH3:22])[N:5]=[C:6]([O:19][CH3:20])[C@H:7]([CH2:9][C:10]2[CH:15]=[C:14]([CH:24]=[O:25])[C:13]([O:16][CH3:17])=[CH:12][C:11]=2[I:18])[N:8]=1, predict the reactants needed to synthesize it. The reactants are: [CH3:1][O:2][C:3]1[C@@H:4]([CH:21]([CH3:23])[CH3:22])[N:5]=[C:6]([O:19][CH3:20])[C@H:7]([CH2:9][C:10]2[CH:15]=[CH:14][C:13]([O:16][CH3:17])=[CH:12][C:11]=2[I:18])[N:8]=1.[CH3:24][O:25]C(Cl)Cl.Cl[Sn](Cl)(Cl)Cl.[Cl-].[NH4+]. (4) Given the product [Cl:23][C:19]1[CH:20]=[CH:21][CH:22]=[C:2]([C:58]#[N:59])[C:3]=1[CH2:4][N:5]1[C:13]2[C:8](=[CH:9][CH:10]=[C:11]([CH2:14][C:15]([OH:17])=[O:16])[CH:12]=2)[C:7]([CH3:18])=[N:6]1, predict the reactants needed to synthesize it. The reactants are: Cl[C:2]1[CH:22]=[CH:21][CH:20]=[C:19]([Cl:23])[C:3]=1[CH2:4][N:5]1[C:13]2[C:8](=[CH:9][CH:10]=[C:11]([CH2:14][C:15]([OH:17])=[O:16])[CH:12]=2)[C:7]([CH3:18])=[N:6]1.C1(P(C2CCCCC2)C2(C(C)C)CC(C(C)C)=CC(C(C)C)=C2C2C=CC=CC=2)CCCCC1.[CH3:58][N:59](C)C=O. (5) Given the product [O:15]1[C@@H:16]([C:25]2[NH:13][C:10]3=[N:11][CH:12]=[C:7]([C:4]4[CH:5]=[CH:6][N:1]=[CH:2][CH:3]=4)[CH:8]=[C:9]3[N:14]=2)[CH2:17][O:18][C:19]2[CH:24]=[CH:23][CH:22]=[CH:21][C:20]1=2, predict the reactants needed to synthesize it. The reactants are: [N:1]1[CH:6]=[CH:5][C:4]([C:7]2[CH:8]=[C:9]([NH2:14])[C:10]([NH2:13])=[N:11][CH:12]=2)=[CH:3][CH:2]=1.[O:15]1[C:20]2[CH:21]=[CH:22][CH:23]=[CH:24][C:19]=2[O:18][CH2:17][CH:16]1[C:25](O)=O. (6) Given the product [F:1][C:2]1[CH:3]=[C:4]([CH:14]=[CH:15][CH:16]=1)[CH:5]=[C:20]1[CH2:21][CH:22]2[N:27]([C:28]([O:30][CH2:31][C:32]3[CH:33]=[CH:34][CH:35]=[CH:36][CH:37]=3)=[O:29])[CH:25]([CH2:24][CH2:23]2)[CH2:26]1, predict the reactants needed to synthesize it. The reactants are: [F:1][C:2]1[CH:3]=[C:4]([CH:14]=[CH:15][CH:16]=1)[CH2:5]P(=O)(OCC)OCC.[H-].[Na+].O=[C:20]1[CH2:26][CH:25]2[N:27]([C:28]([O:30][CH2:31][C:32]3[CH:37]=[CH:36][CH:35]=[CH:34][CH:33]=3)=[O:29])[CH:22]([CH2:23][CH2:24]2)[CH2:21]1. (7) The reactants are: [C:1]([N:5]=[C:6]=[O:7])([CH3:4])([CH3:3])[CH3:2].[C:8]([C:12]1[CH:19]=[CH:18][C:15]([CH2:16][NH2:17])=[CH:14][CH:13]=1)([CH3:11])([CH3:10])[CH3:9].Cl[C:21](Cl)([C:25]([O-])=[O:26])[C:22]([O-])=[O:23]. Given the product [CH3:2][C:1]([N:5]1[C:22](=[O:23])[CH2:21][C:25](=[O:26])[N:17]([CH2:16][C:15]2[CH:14]=[CH:13][C:12]([C:8]([CH3:11])([CH3:9])[CH3:10])=[CH:19][CH:18]=2)[C:6]1=[O:7])([CH3:4])[CH3:3], predict the reactants needed to synthesize it. (8) Given the product [C:18]([NH:22][C:2]([C:32](=[O:33])[NH:27][C:23]([CH3:26])([CH3:25])[CH3:24])([CH2:14][CH2:15][CH:16]=[CH2:17])[CH2:3][CH2:4][CH2:5][NH:6][C:7](=[O:13])[O:8][C:9]([CH3:12])([CH3:11])[CH3:10])(=[O:21])[CH3:19], predict the reactants needed to synthesize it. The reactants are: O=[C:2]([CH2:14][CH2:15][CH:16]=[CH2:17])[CH2:3][CH2:4][CH2:5][NH:6][C:7](=[O:13])[O:8][C:9]([CH3:12])([CH3:11])[CH3:10].[C:18]([O-:21])(=O)[CH3:19].[NH4+:22].[C:23]([N+:27]#[C-])([CH3:26])([CH3:25])[CH3:24].Cl.FC(F)(F)[CH2:32][OH:33]. (9) Given the product [CH3:1][N:2]1[CH:10]=[C:9]2[C:4]([CH:5]=[CH:6][C:7]3[CH2:13][CH2:12][CH:11]([CH2:14][CH2:15][NH:16][C:17](=[O:19])[CH3:18])[C:8]=32)=[N:3]1, predict the reactants needed to synthesize it. The reactants are: [CH3:1][N:2]1[CH:10]=[C:9]2[C:4]([CH:5]=[CH:6][C:7]3[CH2:13][CH2:12][C:11](=[CH:14][CH2:15][NH:16][C:17](=[O:19])[CH3:18])[C:8]=32)=[N:3]1. (10) The reactants are: [C:1]([Br:5])(Br)(Br)[Br:2].C1(P(C2C=CC=CC=2)C2C=CC=CC=2)C=CC=CC=1.[CH2:25]([O:32][C:33]1[CH:40]=[CH:39][C:36]([CH:37]=O)=[CH:35][CH:34]=1)[C:26]1[CH:31]=[CH:30][CH:29]=[CH:28][CH:27]=1.C(=O)(O)[O-].[Na+]. Given the product [CH2:25]([O:32][C:33]1[CH:34]=[CH:35][C:36]([CH:37]=[C:1]([Br:5])[Br:2])=[CH:39][CH:40]=1)[C:26]1[CH:27]=[CH:28][CH:29]=[CH:30][CH:31]=1, predict the reactants needed to synthesize it.